From a dataset of Catalyst prediction with 721,799 reactions and 888 catalyst types from USPTO. Predict which catalyst facilitates the given reaction. (1) Reactant: [Cl:1][C:2]1[CH:3]=[C:4]([C@@H:8]2[C@@H:13]([C:14]3[CH:19]=[CH:18][C:17]([Cl:20])=[CH:16][CH:15]=3)[N:12]([C@@H:21]([CH2:24][CH3:25])[CH:22]=O)[C:11](=[O:26])[C@:10]([CH2:28][C:29]([OH:31])=[O:30])([CH3:27])[CH2:9]2)[CH:5]=[CH:6][CH:7]=1.[CH:32]12[O:39][CH:36]([CH2:37][CH2:38]1)[CH2:35][NH:34][CH2:33]2.Cl.C(O[BH-](OC(=O)C)OC(=O)C)(=O)C.[Na+].C(O)(=O)C. Product: [CH:36]12[O:39][CH:32]([CH2:38][CH2:37]1)[CH2:33][N:34]([CH2:22][C@@H:21]([N:12]1[C@H:13]([C:14]3[CH:19]=[CH:18][C:17]([Cl:20])=[CH:16][CH:15]=3)[C@@H:8]([C:4]3[CH:5]=[CH:6][CH:7]=[C:2]([Cl:1])[CH:3]=3)[CH2:9][C@@:10]([CH2:28][C:29]([OH:31])=[O:30])([CH3:27])[C:11]1=[O:26])[CH2:24][CH3:25])[CH2:35]2. The catalyst class is: 26. (2) Reactant: [Cl:1][C:2]1[CH:7]=[CH:6][C:5]([CH:8]([C:20]2[CH:25]=[CH:24][C:23]([Cl:26])=[CH:22][CH:21]=2)[C:9]2[CH:10]=[C:11]3[C:16](=[CH:17][CH:18]=2)[N:15]=[CH:14][N:13]=[C:12]3Cl)=[CH:4][CH:3]=1.[F:27][C:28]([F:40])([F:39])[S:29]([NH:32][CH:33]1[CH2:38][CH2:37][NH:36][CH2:35][CH2:34]1)(=[O:31])=[O:30].CC(O)C. Product: [Cl:26][C:23]1[CH:22]=[CH:21][C:20]([CH:8]([C:5]2[CH:4]=[CH:3][C:2]([Cl:1])=[CH:7][CH:6]=2)[C:9]2[CH:10]=[C:11]3[C:16](=[CH:17][CH:18]=2)[N:15]=[CH:14][N:13]=[C:12]3[N:36]2[CH2:35][CH2:34][CH:33]([NH:32][S:29]([C:28]([F:39])([F:27])[F:40])(=[O:30])=[O:31])[CH2:38][CH2:37]2)=[CH:25][CH:24]=1. The catalyst class is: 66. (3) Reactant: [Cl:1][C:2]1[CH:7]=[C:6]([C:8]([F:11])([F:10])[F:9])[CH:5]=[C:4]([Cl:12])[C:3]=1[N:13]=[C:14](Cl)[C:15]([F:18])([F:17])[F:16].[CH2:20]([NH:23][CH2:24][CH2:25][CH3:26])[CH2:21][CH3:22].C(N(CC)CC)C.O. Product: [Cl:1][C:2]1[CH:7]=[C:6]([C:8]([F:11])([F:10])[F:9])[CH:5]=[C:4]([Cl:12])[C:3]=1[N:13]=[C:14]([N:23]([CH2:24][CH2:25][CH3:26])[CH2:20][CH2:21][CH3:22])[C:15]([F:18])([F:17])[F:16]. The catalyst class is: 9. (4) Reactant: Cl[C:2]1[CH:30]=[CH:29][C:5]2[S:6][C:7]([S:10]([N:13]3[CH2:18][CH2:17][N:16]([C:19]4[C:24]([C:25]([F:28])([F:27])[F:26])=[CH:23][CH:22]=[CH:21][N:20]=4)[CH2:15][CH2:14]3)(=[O:12])=[O:11])=[C:8]([CH3:9])[C:4]=2[CH:3]=1.C(O[Na])(C)(C)C.[C:37]([N:44]1[CH2:49][CH2:48][NH:47][CH2:46][CH2:45]1)([O:39][C:40]([CH3:43])([CH3:42])[CH3:41])=[O:38]. Product: [C:40]([O:39][C:37]([N:44]1[CH2:49][CH2:48][N:47]([C:2]2[CH:30]=[CH:29][C:5]3[S:6][C:7]([S:10]([N:13]4[CH2:18][CH2:17][N:16]([C:19]5[C:24]([C:25]([F:28])([F:27])[F:26])=[CH:23][CH:22]=[CH:21][N:20]=5)[CH2:15][CH2:14]4)(=[O:12])=[O:11])=[C:8]([CH3:9])[C:4]=3[CH:3]=2)[CH2:46][CH2:45]1)=[O:38])([CH3:43])([CH3:41])[CH3:42]. The catalyst class is: 110.